From a dataset of Forward reaction prediction with 1.9M reactions from USPTO patents (1976-2016). Predict the product of the given reaction. (1) Given the reactants [CH2:1]([N:3]([CH2:37][CH3:38])[CH2:4][CH2:5][CH2:6][NH:7][C:8]1[N:9]=[C:10]([C:27]2[CH:28]=[C:29]([CH:33]=[CH:34][C:35]=2[CH3:36])[C:30](O)=[O:31])[C:11]2[CH:17]=[CH:16][C:15](=[O:18])[N:14]([C:19]3[C:24]([F:25])=[CH:23][CH:22]=[CH:21][C:20]=3[F:26])[C:12]=2[N:13]=1)[CH3:2].CN(C(O[N:47]1N=N[C:49]2[CH:50]=[CH:51]C=C[C:48]1=2)=[N+](C)C)C.F[P-](F)(F)(F)(F)F.C(N)CCC, predict the reaction product. The product is: [CH2:48]([NH:47][C:30](=[O:31])[C:29]1[CH:33]=[CH:34][C:35]([CH3:36])=[C:27]([C:10]2[C:11]3[CH:17]=[CH:16][C:15](=[O:18])[N:14]([C:19]4[C:24]([F:25])=[CH:23][CH:22]=[CH:21][C:20]=4[F:26])[C:12]=3[N:13]=[C:8]([NH:7][CH2:6][CH2:5][CH2:4][N:3]([CH2:37][CH3:38])[CH2:1][CH3:2])[N:9]=2)[CH:28]=1)[CH2:49][CH2:50][CH3:51]. (2) Given the reactants [Cl:1][C:2]1[C:11]2[C:6](=[CH:7][CH:8]=[C:9]([CH:12]([C:14]3[C:15](C)=[N:16]C(C)=C[CH:19]=3)[OH:13])[CH:10]=2)[N:5]=[C:4]([O:22][CH3:23])[C:3]=1[CH2:24][C:25]1[CH:30]=[CH:29][C:28]([C:31]([F:34])([F:33])[F:32])=[CH:27][CH:26]=1.[Li]CCCC.C(C1CN([C:46]([O:48][C:49]([CH3:52])([CH3:51])[CH3:50])=[O:47])C1)=O, predict the reaction product. The product is: [C:49]([O:48][C:46]([N:16]1[CH2:15][CH:14]([CH:12]([C:9]2[CH:10]=[C:11]3[C:6](=[CH:7][CH:8]=2)[N:5]=[C:4]([O:22][CH3:23])[C:3]([CH2:24][C:25]2[CH:26]=[CH:27][C:28]([C:31]([F:33])([F:34])[F:32])=[CH:29][CH:30]=2)=[C:2]3[Cl:1])[OH:13])[CH2:19]1)=[O:47])([CH3:52])([CH3:51])[CH3:50]. (3) Given the reactants [Br:1][C:2]1[CH:10]=[CH:9][C:8]([C:11](O)=[O:12])=[C:7]2[C:3]=1[CH:4]=[C:5]([I:14])[NH:6]2.C1C=CC2N(O)N=[N:21]C=2C=1.C1CN([P+](ON2N=NC3C=CC=CC2=3)(N2CCCC2)N2CCCC2)CC1.F[P-](F)(F)(F)(F)F.[NH4+].[Cl-].CCN(C(C)C)C(C)C, predict the reaction product. The product is: [Br:1][C:2]1[CH:10]=[CH:9][C:8]([C:11]([NH2:21])=[O:12])=[C:7]2[C:3]=1[CH:4]=[C:5]([I:14])[NH:6]2. (4) Given the reactants [CH:1]1([NH:4][C:5](=[O:43])[C:6]2[CH:11]=[CH:10][C:9]([C:12]3[CH:13]=[N:14][N:15]4[C:20]([N:21]([CH2:29][C:30]5[CH:35]=[CH:34][C:33]([O:36][CH3:37])=[CH:32][CH:31]=5)[CH2:22][CH:23]5[CH2:28][CH2:27][O:26][CH2:25][CH2:24]5)=[N:19][C:18](S(C)(=O)=O)=[N:17][C:16]=34)=[CH:8][C:7]=2[CH3:42])[CH2:3][CH2:2]1.Cl.FC(F)(F)C(N)(C)C.C[CH2:54][N:55](C(C)C)[CH:56](C)C, predict the reaction product. The product is: [CH:1]1([NH:4][C:5](=[O:43])[C:6]2[CH:11]=[CH:10][C:9]([C:12]3[CH:13]=[N:14][N:15]4[C:20]([N:21]([CH2:29][C:30]5[CH:35]=[CH:34][C:33]([O:36][CH3:37])=[CH:32][CH:31]=5)[CH2:22][CH:23]5[CH2:28][CH2:27][O:26][CH2:25][CH2:24]5)=[N:19][C:18]([N:55]([CH3:56])[CH3:54])=[N:17][C:16]=34)=[CH:8][C:7]=2[CH3:42])[CH2:3][CH2:2]1. (5) Given the reactants [C:1]([C:3]1[CH:41]=[CH:40][C:6]2[N:7](COCC[Si](C)(C)C)[C:8]([C:10]([C:13]3[C:21]([O:22][CH3:23])=[CH:20][C:19]([CH3:24])=[C:18]4[C:14]=3[CH:15]=[CH:16][N:17]4C(OC(C)(C)C)=O)([OH:12])[CH3:11])=[N:9][C:5]=2[CH:4]=1)#[N:2].C(C1C=CC2N=C(C(C3C(OC)=CC(C)=C4C=3C=CN4C(OC(C)(C)C)=O)(O)C)N(COCC[Si](C)(C)C)C=2C=1)#N, predict the reaction product. The product is: [OH:12][C:10]([C:8]1[NH:7][C:6]2[CH:40]=[CH:41][C:3]([C:1]#[N:2])=[CH:4][C:5]=2[N:9]=1)([C:13]1[C:21]([O:22][CH3:23])=[CH:20][C:19]([CH3:24])=[C:18]2[C:14]=1[CH:15]=[CH:16][NH:17]2)[CH3:11]. (6) Given the reactants C(OC([N:11]1[CH2:19][C:18]2[C:13](=[CH:14][CH:15]=[CH:16][CH:17]=2)[C:12]1([CH3:23])[C:20]([OH:22])=[O:21])=O)C1C=CC=CC=1, predict the reaction product. The product is: [CH3:23][C:12]1([C:20]([OH:22])=[O:21])[C:13]2[C:18](=[CH:17][CH:16]=[CH:15][CH:14]=2)[CH2:19][NH:11]1.